Dataset: Experimentally validated miRNA-target interactions with 360,000+ pairs, plus equal number of negative samples. Task: Binary Classification. Given a miRNA mature sequence and a target amino acid sequence, predict their likelihood of interaction. (1) Result: 1 (interaction). The miRNA is mmu-miR-669k-3p with sequence UAUGCAUAUACACGCAUGCAA. The protein sequence of the target gene is MQTNEGEVEEESSSQVEQEDFVMEGHGKTPPPGEESKQEKEQEREEQLMEDKKRKKEDKKKKEATQKVTEQKTKVPEVTKPSLSQPTAASPIGSSPSPPVNGGNNAKRVAVPNGQPPSAARYMPREVPPRFRCQQDHKVLLKRGQPPPPSCMLLGGGAGPPPCTAPGANPNNNAQVTGALLQSESGTAPESTLGGAAASNYANSTWGPGASSNSGASPNPIHIWDKVIVDGSDMEEWPCIASKDTESSSENTTDNNSASNPGSEKSSLPGSTTSNKGKGSQCQAASSGNECNLGVWKSDP.... (2) The miRNA is hsa-miR-4719 with sequence UCACAAAUCUAUAAUAUGCAGG. The protein sequence of the target gene is MTAAPASPQQIRDRLLQAIDPQSNIRNMVAVLEVISSLEKYPITKEALEETRLGKLINDVRKKTKNEELAKRAKKLLRSWQKLIEPAHQHEAALRGLAGATGSANGGAHNCRPEVGAAGPPRSIHDLKSRNDLQRLPGQRLDRLGSRKRRGDQRDLGHPGPPPKVSKASHDPLVPNSSPLPTNGISGSPESFASSLDGSGHAGPEGSRLERDENDKHSGKIPVNAVRPHTSSPGLGKPPGPCLQPKASVLQQLDRVDETPGPPHPKGPPRCSFSPRNSRHEGSFARQQSLYAPKGSVPSP.... Result: 1 (interaction).